Dataset: Catalyst prediction with 721,799 reactions and 888 catalyst types from USPTO. Task: Predict which catalyst facilitates the given reaction. (1) Reactant: Br[CH2:2][C:3]([C:5]1[C:10](=[O:11])[NH:9][C:8]([CH:12]([CH3:14])[CH3:13])=[C:7]([C:15]([O:17][CH2:18][CH3:19])=[O:16])[CH:6]=1)=O.[C:20]1([S:26]([CH2:29][C:30](=[S:32])[NH2:31])(=[O:28])=[O:27])[CH:25]=[CH:24][CH:23]=[CH:22][CH:21]=1. Product: [CH:12]([C:8]1[NH:9][C:10](=[O:11])[C:5]([C:3]2[N:31]=[C:30]([CH2:29][S:26]([C:20]3[CH:25]=[CH:24][CH:23]=[CH:22][CH:21]=3)(=[O:28])=[O:27])[S:32][CH:2]=2)=[CH:6][C:7]=1[C:15]([O:17][CH2:18][CH3:19])=[O:16])([CH3:14])[CH3:13]. The catalyst class is: 14. (2) Reactant: [C:9](O[C:9]([O:11][C:12]([CH3:15])([CH3:14])[CH3:13])=[O:10])([O:11][C:12]([CH3:15])([CH3:14])[CH3:13])=[O:10].[F:16][C:17]1[CH:33]=[CH:32][C:20]([CH2:21][NH:22][C:23]2[CH:24]=[N:25][CH:26]=[CH:27][C:28]=2[N+:29]([O-:31])=[O:30])=[CH:19][CH:18]=1. Product: [C:12]([O:11][C:9](=[O:10])[N:22]([CH2:21][C:20]1[CH:32]=[CH:33][C:17]([F:16])=[CH:18][CH:19]=1)[C:23]1[CH:24]=[N:25][CH:26]=[CH:27][C:28]=1[N+:29]([O-:31])=[O:30])([CH3:13])([CH3:14])[CH3:15]. The catalyst class is: 7. (3) Reactant: [NH2:1][C:2]1[CH:7]=[CH:6][C:5]([N:8]2[CH2:13][CH2:12][CH2:11][CH2:10][CH2:9]2)=[CH:4][CH:3]=1.[CH:14]1([N:19]2[C:24]3=[N:25][C:26](S(C)=O)=[N:27][CH:28]=[C:23]3[CH2:22][NH:21][C:20]2=[O:32])[CH2:18][CH2:17][CH2:16][CH2:15]1.C12(CS(O)(=O)=O)C(C)(C)C(CC1)CC2=O.O1CCOCC1. Product: [CH:14]1([N:19]2[C:24]3=[N:25][C:26]([NH:1][C:2]4[CH:3]=[CH:4][C:5]([N:8]5[CH2:13][CH2:12][CH2:11][CH2:10][CH2:9]5)=[CH:6][CH:7]=4)=[N:27][CH:28]=[C:23]3[CH2:22][NH:21][C:20]2=[O:32])[CH2:15][CH2:16][CH2:17][CH2:18]1. The catalyst class is: 789. (4) Product: [Cl:1][C:2]1[CH:7]=[CH:6][C:5]([O:8][CH3:9])=[CH:4][C:3]=1[C:10](=[O:15])[C:11](=[O:13])[CH3:12]. The catalyst class is: 2. Reactant: [Cl:1][C:2]1[CH:7]=[CH:6][C:5]([O:8][CH3:9])=[CH:4][C:3]=1[CH2:10][C:11](=[O:13])[CH3:12].[Cr](Cl)([O-])(=O)=[O:15].[NH+]1C=CC=CC=1.N1C=CC=CC=1. (5) Reactant: C(OC([N:8]1[CH2:13][CH2:12][CH:11]([NH:14][C:15]2[C:16]3[N:17]([C:30]([CH3:33])=[N:31][N:32]=3)[N:18]=[C:19]([N:21]([CH2:23][C:24]3[CH:29]=[CH:28][CH:27]=[CH:26][CH:25]=3)[CH3:22])[CH:20]=2)[CH2:10][CH2:9]1)=O)(C)(C)C.C(O)(C(F)(F)F)=O. Product: [CH2:23]([N:21]([CH3:22])[C:19]1[CH:20]=[C:15]([NH:14][CH:11]2[CH2:12][CH2:13][NH:8][CH2:9][CH2:10]2)[C:16]2[N:17]([C:30]([CH3:33])=[N:31][N:32]=2)[N:18]=1)[C:24]1[CH:29]=[CH:28][CH:27]=[CH:26][CH:25]=1. The catalyst class is: 2. (6) Reactant: [CH2:1]([N:3]1[C:9](=[O:10])[C:8]([CH3:12])([CH3:11])[C:7](=[O:13])[N:6]([CH3:14])[C:5]2[CH:15]=[C:16]([C:19]#[N:20])[CH:17]=[CH:18][C:4]1=2)[CH3:2]. Product: [NH:20]([CH2:19][C:16]1[CH:17]=[CH:18][C:4]2[N:3]([CH2:1][CH3:2])[C:9](=[O:10])[C:8]([CH3:11])([CH3:12])[C:7](=[O:13])[N:6]([CH3:14])[C:5]=2[CH:15]=1)[CH2:19][C:16]1[CH:17]=[CH:18][C:4]2[N:3]([CH2:1][CH3:2])[C:9](=[O:10])[C:8]([CH3:12])([CH3:11])[C:7](=[O:13])[N:6]([CH3:14])[C:5]=2[CH:15]=1. The catalyst class is: 331. (7) Reactant: [CH:1](=[O:10])[CH:2]=[CH:3][C:4]1[CH:9]=[CH:8][CH:7]=[CH:6][CH:5]=1.C(C1C(=O)C(Cl)=C(Cl)[C:15](=[O:16])[C:14]=1C#N)#N.CCO.O.[O-2].[O-2].[O-2].O=[Si]=O.O=[Si]=O.O=[Si]=O.O=[Si]=O.[Al+3].[Al+3]. Product: [C:1]([O:16][CH2:15][CH3:14])(=[O:10])[CH:2]=[CH:3][C:4]1[CH:9]=[CH:8][CH:7]=[CH:6][CH:5]=1. The catalyst class is: 11.